Dataset: Full USPTO retrosynthesis dataset with 1.9M reactions from patents (1976-2016). Task: Predict the reactants needed to synthesize the given product. The reactants are: [Cl:1][C:2]1[CH:7]=[CH:6][C:5]([C:8]2[CH:13]=[CH:12][CH:11]=[CH:10][C:9]=2[CH2:14]O)=[CH:4][CH:3]=1.[Li+].[Br-].P(Br)(Br)[Br:19].O. Given the product [Br:19][CH2:14][C:9]1[CH:10]=[CH:11][CH:12]=[CH:13][C:8]=1[C:5]1[CH:6]=[CH:7][C:2]([Cl:1])=[CH:3][CH:4]=1, predict the reactants needed to synthesize it.